Dataset: Catalyst prediction with 721,799 reactions and 888 catalyst types from USPTO. Task: Predict which catalyst facilitates the given reaction. Reactant: [F:1][C:2]1[CH:3]=[C:4]([N+:10]([O-:12])=[O:11])[CH:5]=[C:6]([F:9])[C:7]=1F.[F:13][C:14]1[CH:19]=[CH:18][C:17]([OH:20])=[CH:16][CH:15]=1. Product: [F:13][C:14]1[CH:19]=[CH:18][C:17]([O:20][C:7]2[C:6]([F:9])=[CH:5][C:4]([N+:10]([O-:12])=[O:11])=[CH:3][C:2]=2[F:1])=[CH:16][CH:15]=1. The catalyst class is: 3.